Dataset: Forward reaction prediction with 1.9M reactions from USPTO patents (1976-2016). Task: Predict the product of the given reaction. (1) Given the reactants C(OC([NH:11][C:12]1[C:17]([O:18][CH3:19])=[CH:16][C:15]([C:20]2[CH:21]=[CH:22][C:23]([N:26]3[CH2:32][CH2:31][CH2:30][N:29]([C:33]4[CH:38]=[CH:37][C:36]([C:39]5[CH:44]=[C:43]([O:45][CH3:46])[C:42]([NH:47]C(OCC6C=CC=CC=6)=O)=[C:41]([O:58][CH3:59])[CH:40]=5)=[CH:35][N:34]=4)[CH2:28][CH2:27]3)=[N:24][CH:25]=2)=[CH:14][C:13]=1[O:60][CH3:61])=O)C1C=CC=CC=1.[ClH:62].C(OCC)(=O)C.C(O)C, predict the reaction product. The product is: [ClH:62].[ClH:62].[ClH:62].[ClH:62].[NH2:11][C:12]1[C:17]([O:18][CH3:19])=[CH:16][C:15]([C:20]2[CH:21]=[CH:22][C:23]([N:26]3[CH2:32][CH2:31][CH2:30][N:29]([C:33]4[CH:38]=[CH:37][C:36]([C:39]5[CH:44]=[C:43]([O:45][CH3:46])[C:42]([NH2:47])=[C:41]([O:58][CH3:59])[CH:40]=5)=[CH:35][N:34]=4)[CH2:28][CH2:27]3)=[N:24][CH:25]=2)=[CH:14][C:13]=1[O:60][CH3:61]. (2) The product is: [C:16]1([C:19]2[CH:20]=[CH:21][CH:22]=[CH:23][CH:24]=2)[CH:17]=[CH:18][C:13]([C:11]2[O:25][C:5]3[C:4]([C:3]([OH:2])=[O:26])=[CH:9][CH:8]=[CH:7][C:6]=3[N:10]=2)=[CH:14][CH:15]=1. Given the reactants C[O:2][C:3](=[O:26])[C:4]1[CH:9]=[CH:8][CH:7]=[C:6]([NH:10][C:11]([C:13]2[CH:18]=[CH:17][C:16]([C:19]3[CH:24]=[CH:23][CH:22]=[CH:21][CH:20]=3)=[CH:15][CH:14]=2)=O)[C:5]=1[OH:25].[OH-].[Na+], predict the reaction product. (3) Given the reactants [NH2:1][C@H:2]([CH2:17][C:18]1[CH:23]=[CH:22][C:21]([CH2:24][CH3:25])=[C:20]([CH2:26][CH3:27])[CH:19]=1)[C:3](N([C@@H](C)[C@@H](O)C1C=CC=CC=1)C)=[O:4].[OH2:28], predict the reaction product. The product is: [NH2:1][C@H:2]([CH2:17][C:18]1[CH:23]=[CH:22][C:21]([CH2:24][CH3:25])=[C:20]([CH2:26][CH3:27])[CH:19]=1)[C:3]([OH:4])=[O:28]. (4) Given the reactants [CH2:1]([C:8]1[CH:9]=[N:10][C:11]2[C:16]([C:17]=1[C:18]1[CH:19]=[C:20]([OH:24])[CH:21]=[CH:22][CH:23]=1)=[CH:15][CH:14]=[CH:13][C:12]=2[C:25]([F:28])([F:27])[F:26])[C:2]1[CH:7]=[CH:6][CH:5]=[CH:4][CH:3]=1.C([O:31][C:32](=[O:43])[CH:33]([C:35]1[CH:40]=[CH:39][C:38]([CH2:41]Br)=[CH:37][CH:36]=1)[CH3:34])C, predict the reaction product. The product is: [CH2:1]([C:8]1[CH:9]=[N:10][C:11]2[C:16]([C:17]=1[C:18]1[CH:19]=[C:20]([CH:21]=[CH:22][CH:23]=1)[O:24][CH2:41][C:38]1[CH:37]=[CH:36][C:35]([CH:33]([CH3:34])[C:32]([OH:43])=[O:31])=[CH:40][CH:39]=1)=[CH:15][CH:14]=[CH:13][C:12]=2[C:25]([F:28])([F:26])[F:27])[C:2]1[CH:3]=[CH:4][CH:5]=[CH:6][CH:7]=1. (5) Given the reactants [C:1]([O:5][C:6]([N:8]1[CH2:13][CH2:12][N:11]([S:14]([C:17]2[CH:22]=[CH:21][C:20]([NH:23][C:24](=[O:28])[C:25]#[C:26][CH3:27])=[CH:19][CH:18]=2)(=[O:16])=[O:15])[CH2:10][CH2:9]1)=[O:7])([CH3:4])([CH3:3])[CH3:2], predict the reaction product. The product is: [C:1]([O:5][C:6]([N:8]1[CH2:9][CH2:10][N:11]([S:14]([C:17]2[CH:18]=[CH:19][C:20]([NH:23][C:24](=[O:28])/[CH:25]=[CH:26]\[CH3:27])=[CH:21][CH:22]=2)(=[O:15])=[O:16])[CH2:12][CH2:13]1)=[O:7])([CH3:4])([CH3:3])[CH3:2]. (6) The product is: [O:34]([CH2:5][CH2:6][CH2:1][CH2:7][N:8]1[C:18](=[O:19])[C:17]2[C:12](=[CH:13][CH:14]=[CH:15][CH:16]=2)[S:9]1(=[O:10])=[O:11])[C:35]1[CH:40]=[CH:39][CH:38]=[CH:37][CH:36]=1. Given the reactants [C:1]1([CH2:7][N:8]2[C:18](=[O:19])[C:17]3[C:12](=[CH:13][CH:14]=[CH:15][CH:16]=3)[S:9]2(=[O:11])=[O:10])[CH:6]=[CH:5]C=CC=1.S1(C2C(=CC=CC=2)C(=O)N1)(=O)=O.[H-].[Na+].[O:34](CCCCBr)[C:35]1[CH:40]=[CH:39][CH:38]=[CH:37][CH:36]=1, predict the reaction product. (7) Given the reactants [C:1]1([CH:7]([CH2:11][CH:12]([CH3:14])[CH3:13])[C:8](O)=[O:9])[CH:6]=[CH:5][CH:4]=[CH:3][CH:2]=1.COC1C=CC(C(C)C([NH2:26])=O)=CC=1, predict the reaction product. The product is: [C:1]1([CH:7]([CH2:11][CH:12]([CH3:14])[CH3:13])[C:8]([NH2:26])=[O:9])[CH:6]=[CH:5][CH:4]=[CH:3][CH:2]=1.